This data is from Catalyst prediction with 721,799 reactions and 888 catalyst types from USPTO. The task is: Predict which catalyst facilitates the given reaction. (1) Reactant: Cl[CH2:2][O:3][C:4](=[O:31])[N:5]([C:28](=[O:30])[CH3:29])[CH2:6][C@@H:7]1[O:11][C:10](=[O:12])[N:9]([C:13]2[CH:18]=[CH:17][C:16]([CH:19]3[CH2:24][CH2:23][S:22](=[O:26])(=[O:25])[CH2:21][CH2:20]3)=[C:15]([F:27])[CH:14]=2)[CH2:8]1.[C:32]1([C@@H:38]([CH3:42])[C:39]([O-:41])=[O:40])[CH:37]=[CH:36][CH:35]=[CH:34][CH:33]=1.[Cs+].[I-].[Na+].O. Product: [C:28]([N:5]([CH2:6][C@@H:7]1[O:11][C:10](=[O:12])[N:9]([C:13]2[CH:18]=[CH:17][C:16]([CH:19]3[CH2:24][CH2:23][S:22](=[O:26])(=[O:25])[CH2:21][CH2:20]3)=[C:15]([F:27])[CH:14]=2)[CH2:8]1)[C:4]([O:3][CH2:2][O:41][C:39](=[O:40])[C@@H:38]([C:32]1[CH:37]=[CH:36][CH:35]=[CH:34][CH:33]=1)[CH3:42])=[O:31])(=[O:30])[CH3:29]. The catalyst class is: 10. (2) Reactant: [CH2:1]([O:8][N:9]1[CH2:15][CH:14]=[CH:13][CH2:12][C@@H:11]([NH:16][S:17]([C:20]2[S:21][C:22](Br)=[CH:23][CH:24]=2)(=[O:19])=[O:18])[C:10]1=[O:26])[C:2]1[CH:7]=[CH:6][CH:5]=[CH:4][CH:3]=1.[CH3:27][O:28][C:29]1[CH:34]=[CH:33][C:32](B(O)O)=[CH:31][CH:30]=1.C(=O)([O-])[O-].[K+].[K+]. Product: [CH2:1]([O:8][N:9]1[CH2:15][CH:14]=[CH:13][CH2:12][C@@H:11]([NH:16][S:17]([C:20]2[S:21][C:22]([C:32]3[CH:33]=[CH:34][C:29]([O:28][CH3:27])=[CH:30][CH:31]=3)=[CH:23][CH:24]=2)(=[O:19])=[O:18])[C:10]1=[O:26])[C:2]1[CH:7]=[CH:6][CH:5]=[CH:4][CH:3]=1. The catalyst class is: 176. (3) The catalyst class is: 15. Product: [Br:19][C:16]1[CH:15]=[C:14]2[C:13](=[CH:18][CH:17]=1)[N:12]=[C:10]([C:9]([O:8][CH2:6][CH3:7])=[O:23])[N:5]=[C:20]2[CH3:21]. Reactant: C([O-])(=O)C.[NH4+:5].[CH2:6]([O:8][C:9](=[O:23])[C:10]([NH:12][C:13]1[CH:18]=[CH:17][C:16]([Br:19])=[CH:15][C:14]=1[C:20](=O)[CH3:21])=O)[CH3:7]. (4) Reactant: [CH3:1][C:2]1([C:21]([O:23]CC)=[O:22])[CH2:7][CH2:6][CH:5]([S:8]([C:11]2[CH:16]=[CH:15][CH:14]=[C:13]([C:17]([F:20])([F:19])[F:18])[CH:12]=2)(=[O:10])=[O:9])[CH2:4][CH2:3]1.O[Li].O. Product: [CH3:1][C:2]1([C:21]([OH:23])=[O:22])[CH2:7][CH2:6][CH:5]([S:8]([C:11]2[CH:16]=[CH:15][CH:14]=[C:13]([C:17]([F:18])([F:19])[F:20])[CH:12]=2)(=[O:9])=[O:10])[CH2:4][CH2:3]1. The catalyst class is: 278. (5) Reactant: [Br:1][C:2]1[CH:7]=[C:6]([CH3:8])[C:5]([N:9]2[C:13]3[N:14]=[C:15]([CH3:26])[N:16]=[C:17]([N:18]4[CH2:23][CH2:22][CH:21]([CH2:24][OH:25])[CH2:20][CH2:19]4)[C:12]=3[C:11]([CH3:27])=[CH:10]2)=[C:4]([CH3:28])[CH:3]=1.[P:29](Cl)([O:34][CH2:35][CH3:36])([O:31][CH2:32][CH3:33])=[O:30]. Product: [CH2:32]([O:31][P:29](=[O:30])([O:34][CH2:35][CH3:36])[O:25][CH2:24][CH:21]1[CH2:22][CH2:23][N:18]([C:17]2[C:12]3[C:11]([CH3:27])=[CH:10][N:9]([C:5]4[C:6]([CH3:8])=[CH:7][C:2]([Br:1])=[CH:3][C:4]=4[CH3:28])[C:13]=3[N:14]=[C:15]([CH3:26])[N:16]=2)[CH2:19][CH2:20]1)[CH3:33]. The catalyst class is: 143. (6) Reactant: [CH2:1]([O:8][C:9]([NH:11][CH:12]([CH2:16][C:17]([F:20])([F:19])[F:18])[C:13](O)=[O:14])=[O:10])[C:2]1[CH:7]=[CH:6][CH:5]=[CH:4][CH:3]=1.C1C=C2[N:27]=NN(O)C2=CC=1.O.C(Cl)CCl.[NH4+].[OH-]. Product: [NH2:27][C:13](=[O:14])[CH:12]([NH:11][C:9](=[O:10])[O:8][CH2:1][C:2]1[CH:7]=[CH:6][CH:5]=[CH:4][CH:3]=1)[CH2:16][C:17]([F:20])([F:19])[F:18]. The catalyst class is: 173. (7) Reactant: [NH2:1][CH:2]([CH2:12][C:13]1[CH:18]=[CH:17][C:16]([C:19]([F:22])([F:21])[F:20])=[CH:15][CH:14]=1)[CH:3]([C:5]1[CH:10]=[CH:9][C:8]([F:11])=[CH:7][CH:6]=1)[OH:4].[C:23]([O:27][C:28]([NH:30][C@H:31]([C:39](O)=[O:40])[CH2:32][C:33]1[CH:38]=[CH:37][CH:36]=[CH:35][CH:34]=1)=[O:29])([CH3:26])([CH3:25])[CH3:24].Cl.C(N=C=NCCCN(C)C)C.ON1C2C=CC=CC=2N=N1. Product: [F:11][C:8]1[CH:9]=[CH:10][C:5]([CH:3]([OH:4])[CH:2]([NH:1][C:39](=[O:40])[C@@H:31]([NH:30][C:28](=[O:29])[O:27][C:23]([CH3:24])([CH3:25])[CH3:26])[CH2:32][C:33]2[CH:38]=[CH:37][CH:36]=[CH:35][CH:34]=2)[CH2:12][C:13]2[CH:18]=[CH:17][C:16]([C:19]([F:22])([F:20])[F:21])=[CH:15][CH:14]=2)=[CH:6][CH:7]=1. The catalyst class is: 47. (8) Reactant: [C:1]([Mg]Br)#[CH:2].[Cl:5][CH2:6][C:7](=[O:14])[CH2:8][CH2:9][CH2:10][CH2:11][CH2:12][CH3:13]. Product: [Cl:5][CH2:6][C:7]([OH:14])([CH2:8][CH2:9][CH2:10][CH2:11][CH2:12][CH3:13])[C:1]#[CH:2]. The catalyst class is: 1. (9) Reactant: C[O-].[Na+].[C:4]([O:11]C)(=O)[CH2:5][C:6]([O:8][CH3:9])=[O:7].[NH2:13][C:14]1[C:15]([C:20](OC)=[O:21])=[N:16][CH:17]=[CH:18][N:19]=1. Product: [CH3:9][O:8][C:6]([C:5]1[C:4](=[O:11])[NH:13][C:14]2=[N:19][CH:18]=[CH:17][N:16]=[C:15]2[C:20]=1[OH:21])=[O:7]. The catalyst class is: 5. (10) The catalyst class is: 4. Reactant: [Br:1][CH2:2][CH2:3][CH2:4][CH2:5][C:6]1([C:19](Cl)=[O:20])[C:18]2[CH:17]=[CH:16][CH:15]=[CH:14][C:13]=2[C:12]2[C:7]1=[CH:8][CH:9]=[CH:10][CH:11]=2.Cl.[F:23][C:24]([F:28])([F:27])[CH2:25][NH2:26].C(N(CC)CC)C. Product: [F:23][C:24]([F:28])([F:27])[CH2:25][NH:26][C:19]([C:6]1([CH2:5][CH2:4][CH2:3][CH2:2][Br:1])[C:18]2[CH:17]=[CH:16][CH:15]=[CH:14][C:13]=2[C:12]2[C:7]1=[CH:8][CH:9]=[CH:10][CH:11]=2)=[O:20].